This data is from Experimentally validated miRNA-target interactions with 360,000+ pairs, plus equal number of negative samples. The task is: Binary Classification. Given a miRNA mature sequence and a target amino acid sequence, predict their likelihood of interaction. (1) The miRNA is rno-miR-652-3p with sequence AAUGGCGCCACUAGGGUUGUG. The protein sequence of the target gene is MGSVLGLCSMASWIPCLCGSAPCLLCRCCPSGNNSTVTRLIYALFLLVGVCVACVMLIPGMEEQLNKIPGFCENEKGVVPCNILVGYKAVYRLCFGLAMFYLLLSLLMIKVKSSSDPRAAVHNGFWFFKFAAAIAIIIGAFFIPEGTFTTVWFYVGMAGAFCFILIQLVLLIDFAHSWNESWVEKMEEGNSRCWYAALLSATALNYLLSLVAIVLFFVYYTHPASCSENKAFISVNMLLCVGASVMSILPKIQESQPRSGLLQSSVITVYTMYLTWSAMTNEPETNCNPSLLSIIGYNTT.... Result: 0 (no interaction). (2) The miRNA is hsa-miR-378a-3p with sequence ACUGGACUUGGAGUCAGAAGGC. The protein sequence of the target gene is MRRKEKRLLQAVALVLAALVLLPNVGLWALYRERQPDGTPGGSGAAVAPAAGQGSHSRQKKTFFLGDGQKLKDWHDKEAIRRDAQRVGNGEQGRPYPMTDAERVDQAYRENGFNIYVSDKISLNRSLPDIRHPNCNSKRYLETLPNTSIIIPFHNEGWSSLLRTVHSVLNRSPPELVAEIVLVDDFSDREHLKKPLEDYMALFPSVRILRTKKREGLIRTRMLGASVATGDVITFLDSHCEANVNWLPPLLDRIARNRKTIVCPMIDVIDHDDFRYETQAGDAMRGAFDWEMYYKRIPIP.... Result: 0 (no interaction). (3) The miRNA is hsa-miR-3198 with sequence GUGGAGUCCUGGGGAAUGGAGA. The protein sequence of the target gene is MWLQQRLKGLPGLLSSSWARRLLCLLGLLVLLLWFASSGARRAAGGLHLPSWARSEPGAAEPSACLEAATRAWRGLRDRGEAVPLGPGVPALVANGFLALDASNNRLWVTPGEREPAVTPDFVPFVQLRPLNVVAEAGEAVLLLREGLLRRVRCLQLGTPGSGPAAGVPGPASASGLSAGSGRDCVLLQEDFLAHRGRPHVYLQRIQLNNPTERVAALQTVGPTAGPVPKSFTSTLEKVGDHQFLLYSGRSTPLPSGLVHLVVVTSKKLVNRLQVAPKTQLDETVLWVVHISGPIHPQVL.... Result: 0 (no interaction). (4) The miRNA is hsa-miR-449a with sequence UGGCAGUGUAUUGUUAGCUGGU. The protein sequence of the target gene is MESESSRRMGNACIPLKRIAYFLCLFSVVLLTEGKKPAKPKCPAVCTCSKDNALCENARSIPRTVPPDVISLSFVRSGFTEISEGSFLFTPSLQLLLFTSNSFDVISDDAFIGLPHLEYLFIENNNIKSISRHTFRGLKSLIHLSLANNNLQTLPKDIFKGLDSLTNVDLRGNAFNCDCKLKWLVEWLGHTNATVEDIYCEGPPEYKKRKINSLSPKDFDCIITEFAKSQDLPYQSLSIDTFSYLNDEYVVIAQPFTGKCIFLEWDHVEKTFRNYDNITGTSTVVCKPIVIDTQLYVIVA.... Result: 0 (no interaction). (5) The miRNA is mmu-miR-199a-5p with sequence CCCAGUGUUCAGACUACCUGUUC. The protein sequence of the target gene is MRAQRGLILLLLLLAVFCSTAVSLKCYNCLDPVSSCKINTTCSPNLDSCLYAVAGRQVYQQCWKLSDCNSNYIMSRLDVAGIQSKCCQWDLCNKNLDGLEEPNNAETSSLRKTALLGTSVLVAILKFCF. Result: 0 (no interaction). (6) The miRNA is hsa-miR-4318 with sequence CACUGUGGGUACAUGCU. The protein sequence of the target gene is MTAGTVVITGGILATVILLCIIAVLCYCRLQYYCCKKSGTEVADEEEEREHDLPTHPRGPTCNACSSQALDGRGSLAPLTSEPCSQPCGVAASHCTTCSPYSSPFYIRTADMVPNGGGGERLSFAPTYYKEGGPPSLKLAAPQSYPVTWPGSGREAFTNPRAISTDV. Result: 1 (interaction). (7) The miRNA is mmu-miR-3069-3p with sequence UUGGACACUAAGUACUGCCACA. The protein sequence of the target gene is MLKAVILIGGPQKGTRFRPLSFEVPKPLFPVAGVPMIQHHIEACAQVPGMQEILLIGFYQPDEPLTQFLEAAQQEFNLPVRYLQEFAPLGTGGGLYHFRDQILAGSPEAFFVLNADVCSDFPLSAMLEAHRRQRHPFLLLGTTANRTQSLNYGCIVENPQTHEVLHYVEKPSTFISDIINCGIYLFSPEALKPLRDVFQRNQQDGQLEDSPGLWPGAGTIRLEQDVFSALAGQGQIYVHLTDGIWSQIKSAGSALYASRLYLSRYQDTHPERLAKHTPGGPWIRGNVYIHPTAKVAPSAV.... Result: 0 (no interaction). (8) The miRNA is hsa-miR-23c with sequence AUCACAUUGCCAGUGAUUACCC. The protein sequence of the target gene is MRAGWTPRGFSAFHASLLPGRHPYLAHLGPRDRGARIGSRAYSQGCCSCLWLTYKGKKEGSTKGELGPAAVTDLEIPSYSRGFLPCTPRFPTTWCRGPGCFCGTAVIAGNLGDLARIVGPSHHASQLLLLQEQDSGNHPTMAESLSEISDSLDVLEAGDEGKKKCKFKALKSFFVKKKEKEAEDTQEEEMLELSLSSSNINISSLQPVRENQPTKARAKSSMGSKALSHDSIFMLGPEPERSASKMFPSMDPQRGRPQQRSHISRTLPKPRSKVPGVVSGAMSGAVLQNVPTSAVWVAGP.... Result: 1 (interaction).